From a dataset of Full USPTO retrosynthesis dataset with 1.9M reactions from patents (1976-2016). Predict the reactants needed to synthesize the given product. Given the product [C:1]([O:5][C:6]([N:8]([CH3:55])[C@@H:9]([CH3:54])[C:10]([NH:12][C@@H:13]([C:49]([CH3:53])([S:51][CH3:52])[CH3:50])[C:14]([N:16]1[C@H:25]([C:26]([N:28]([CH2:38][C:39]2[CH:40]=[CH:41][C:42]([C:43]([OH:45])=[O:44])=[CH:47][CH:48]=2)[C@@H:29]([C:31]2[CH:36]=[CH:35][CH:34]=[CH:33][C:32]=2[F:37])[CH3:30])=[O:27])[CH2:24][C:23]2[C:18](=[CH:19][CH:20]=[CH:21][CH:22]=2)[CH2:17]1)=[O:15])=[O:11])=[O:7])([CH3:4])([CH3:3])[CH3:2], predict the reactants needed to synthesize it. The reactants are: [C:1]([O:5][C:6]([N:8]([CH3:55])[C@@H:9]([CH3:54])[C:10]([NH:12][C@@H:13]([C:49]([CH3:53])([S:51][CH3:52])[CH3:50])[C:14]([N:16]1[C@H:25]([C:26]([N:28]([CH2:38][C:39]2[CH:48]=[CH:47][C:42]([C:43]([O:45]C)=[O:44])=[CH:41][CH:40]=2)[C@@H:29]([C:31]2[CH:36]=[CH:35][CH:34]=[CH:33][C:32]=2[F:37])[CH3:30])=[O:27])[CH2:24][C:23]2[C:18](=[CH:19][CH:20]=[CH:21][CH:22]=2)[CH2:17]1)=[O:15])=[O:11])=[O:7])([CH3:4])([CH3:3])[CH3:2].[Li+].[OH-].Cl.